This data is from Full USPTO retrosynthesis dataset with 1.9M reactions from patents (1976-2016). The task is: Predict the reactants needed to synthesize the given product. (1) Given the product [CH2:11]([O:18][C:19]([N:21]1[CH2:25][CH:24]([CH:26]=[O:27])[C@H:23]([NH:28][C:29]([O:31][C:32]([CH3:35])([CH3:34])[CH3:33])=[O:30])[CH2:22]1)=[O:20])[C:12]1[CH:13]=[CH:14][CH:15]=[CH:16][CH:17]=1, predict the reactants needed to synthesize it. The reactants are: CS(C)=O.C(Cl)(=O)C(Cl)=O.[CH2:11]([O:18][C:19]([N:21]1[CH2:25][C@H:24]([CH2:26][OH:27])[C@H:23]([NH:28][C:29]([O:31][C:32]([CH3:35])([CH3:34])[CH3:33])=[O:30])[CH2:22]1)=[O:20])[C:12]1[CH:17]=[CH:16][CH:15]=[CH:14][CH:13]=1.C(O)(=O)CC(CC(O)=O)(C(O)=O)O. (2) Given the product [CH3:25][O:26][C:27](=[O:35])[C:28]1[CH:33]=[CH:32][CH:31]=[N:30][C:29]=1[S:34][C:2]1[S:6][C:5]([NH:7][C:8]([NH:10][C:11]2[CH:16]=[CH:15][C:14]([CH3:17])=[CH:13][C:12]=2[C:18]([CH:20]2[CH2:24][CH2:23][CH2:22][CH2:21]2)=[O:19])=[O:9])=[N:4][CH:3]=1, predict the reactants needed to synthesize it. The reactants are: Br[C:2]1[S:6][C:5]([NH:7][C:8]([NH:10][C:11]2[CH:16]=[CH:15][C:14]([CH3:17])=[CH:13][C:12]=2[C:18]([CH:20]2[CH2:24][CH2:23][CH2:22][CH2:21]2)=[O:19])=[O:9])=[N:4][CH:3]=1.[CH3:25][O:26][C:27](=[O:35])[C:28]1[CH:33]=[CH:32][CH:31]=[N:30][C:29]=1[SH:34]. (3) Given the product [C:3]1([CH:2]([C:3]2[CH:8]=[CH:7][CH:6]=[CH:5][CH:4]=2)[CH2:1][Si:15]([CH3:17])([CH3:16])[C:9]2[CH:14]=[CH:13][CH:12]=[CH:11][CH:10]=2)[CH:8]=[CH:7][CH:6]=[CH:5][CH:4]=1, predict the reactants needed to synthesize it. The reactants are: [CH2:1]=[CH:2][C:3]1[CH:8]=[CH:7][CH:6]=[CH:5][CH:4]=1.[CH:9]1([SiH:15]([CH3:17])[CH3:16])[CH:14]=[CH:13][CH2:12][CH:11]=[CH:10]1.